Regression. Given two drug SMILES strings and cell line genomic features, predict the synergy score measuring deviation from expected non-interaction effect. From a dataset of NCI-60 drug combinations with 297,098 pairs across 59 cell lines. (1) Drug 1: CC1=C(C=C(C=C1)NC2=NC=CC(=N2)N(C)C3=CC4=NN(C(=C4C=C3)C)C)S(=O)(=O)N.Cl. Drug 2: C1C(C(OC1N2C=NC3=C(N=C(N=C32)Cl)N)CO)O. Cell line: MOLT-4. Synergy scores: CSS=64.2, Synergy_ZIP=-0.381, Synergy_Bliss=1.91, Synergy_Loewe=0.189, Synergy_HSA=3.15. (2) Cell line: CCRF-CEM. Drug 1: C1=C(C(=O)NC(=O)N1)F. Synergy scores: CSS=22.9, Synergy_ZIP=-7.03, Synergy_Bliss=-14.1, Synergy_Loewe=-18.8, Synergy_HSA=-13.6. Drug 2: C1CC(=O)NC(=O)C1N2C(=O)C3=CC=CC=C3C2=O.